Dataset: Forward reaction prediction with 1.9M reactions from USPTO patents (1976-2016). Task: Predict the product of the given reaction. (1) Given the reactants [F:1][C:2]1[N:10]=[C:9]2[C:5]([NH:6][C:7]([CH2:11][C:12]3[C:20]([Cl:21])=[CH:19][C:15]4[O:16][CH2:17][O:18][C:14]=4[CH:13]=3)=[N:8]2)=[C:4]([NH2:22])[N:3]=1.C([O-])([O-])=O.[Cs+].[Cs+].S(C1C=CC(C)=CC=1)(O[CH2:33][CH2:34][CH2:35][C:36]#[CH:37])(=O)=O, predict the reaction product. The product is: [F:1][C:2]1[N:10]=[C:9]2[C:5]([N:6]=[C:7]([CH2:11][C:12]3[C:20]([Cl:21])=[CH:19][C:15]4[O:16][CH2:17][O:18][C:14]=4[CH:13]=3)[N:8]2[CH2:37][CH2:36][CH2:35][C:34]#[CH:33])=[C:4]([NH2:22])[N:3]=1. (2) Given the reactants O[C:2]([C@H:4]([C:6]1C=CC(CC(C)C)=CC=1)C)=[O:3].C([Cl:20])(=O)CC.[CH3:21][N:22]([CH3:27])[CH2:23][CH2:24][CH2:25][NH2:26], predict the reaction product. The product is: [ClH:20].[CH3:21][N:22]([CH3:27])[CH2:23][CH2:24][CH2:25][NH:26][C:2](=[O:3])[CH2:4][CH3:6]. (3) The product is: [F:1][C:2]1[CH:3]=[CH:4][C:5]2[O:9][CH2:8][CH2:7][C:6]=2[CH:10]=1. Given the reactants [F:1][C:2]1[CH:3]=[CH:4][C:5]2[O:9][CH:8]=[CH:7][C:6]=2[CH:10]=1, predict the reaction product. (4) Given the reactants C1(C(C2C=CC=CC=2)CNC2N=C(N[C@H](CO)CC3C=CC=CC=3)N=[C:15]3[C:11]=2[N:12]=C[N:14]3[C@@H:30]2[CH2:34][C@H:33](NC(=O)CC)[C@@H:32](O)[C@H:31]2O)C=CC=CC=1.[F:48][C:49]([F:54])([F:53])[C:50]([OH:52])=[O:51].Cl[C:56]1[N:64]=[C:63]2[C:59]([N:60]=[CH:61][N:62]2[C@@H:65]2[CH2:69][C@H:68]([NH:70][C:71](=[O:74])[CH2:72][CH3:73])[C@@H:67]([OH:75])[C@H:66]2[OH:76])=[C:58]([NH:77][CH2:78][C:79]2[C:88]3[C:83](=[CH:84][CH:85]=[CH:86][CH:87]=3)[CH:82]=[CH:81][CH:80]=2)[N:57]=1.N1(CCN)CCCCC1, predict the reaction product. The product is: [F:48][C:49]([F:54])([F:53])[C:50]([OH:52])=[O:51].[OH:75][C@H:67]1[C@@H:66]([OH:76])[C@H:65]([N:62]2[CH:61]=[N:60][C:59]3[C:63]2=[N:64][C:56]([NH:12][CH2:11][CH2:15][N:14]2[CH2:30][CH2:34][CH2:33][CH2:32][CH2:31]2)=[N:57][C:58]=3[NH:77][CH2:78][C:79]2[C:88]3[C:83](=[CH:84][CH:85]=[CH:86][CH:87]=3)[CH:82]=[CH:81][CH:80]=2)[CH2:69][C@@H:68]1[NH:70][C:71](=[O:74])[CH2:72][CH3:73]. (5) Given the reactants FC(F)(F)C1C=CNN=1.C(=O)([O-])[O-].[K+].[K+].[Cl:16][C:17]1[C:26]2[C:21](=[CH:22][CH:23]=[CH:24][CH:25]=2)[N:20]=[C:19]([C:27]2[CH:32]=[CH:31][C:30](F)=[CH:29][CH:28]=2)[CH:18]=1, predict the reaction product. The product is: [Cl:16][C:17]1[C:26]2[C:21](=[CH:22][CH:23]=[CH:24][CH:25]=2)[N:20]=[C:19]([C:27]2[CH:32]=[CH:31][CH:30]=[CH:29][CH:28]=2)[CH:18]=1. (6) Given the reactants [C:1]([CH2:3][C:4]1([C:8]([O:10]CC)=[O:9])[CH2:7][CH2:6][CH2:5]1)#[N:2].[OH-].[Na+], predict the reaction product. The product is: [C:1]([CH2:3][C:4]1([C:8]([OH:10])=[O:9])[CH2:7][CH2:6][CH2:5]1)#[N:2]. (7) Given the reactants N.[O-:2][N+:3]1[C:8]2[CH:9]=[CH:10][CH:11]=[CH:12][C:7]=2[N+:6]([O-:13])=[C:5]([NH:14][CH2:15][CH2:16][N:17]([CH3:27])[CH2:18][CH2:19][NH:20][C:21](=[O:26])[C:22](F)(F)F)[N:4]=1.N1(C(C2[CH:36]=[CH:37][CH:38]=[C:39]3[C:44]=2[N:43]=[C:42]([C:45]2[CH:50]=[CH:49][N:48]=[CH:47][CH:46]=2)[CH:41]=[CH:40]3)=O)C=CN=C1, predict the reaction product. The product is: [O-:2][N+:3]1[C:8]2[CH:9]=[CH:10][CH:11]=[CH:12][C:7]=2[N+:6]([O-:13])=[C:5]([NH:14][CH2:15][CH2:16][N:17]([CH3:27])[CH2:18][CH2:19][NH:20][C:21]([C:22]2[CH:36]=[CH:37][CH:38]=[C:39]3[C:44]=2[N:43]=[C:42]([C:45]2[CH:50]=[CH:49][N:48]=[CH:47][CH:46]=2)[CH:41]=[CH:40]3)=[O:26])[N:4]=1. (8) The product is: [CH2:12]([NH:15][C:10]([NH:9][C:1](=[O:8])[C:2]1[CH:7]=[CH:6][CH:5]=[CH:4][CH:3]=1)=[S:11])[CH:13]=[CH2:14]. Given the reactants [C:1]([N:9]=[C:10]=[S:11])(=[O:8])[C:2]1[CH:7]=[CH:6][CH:5]=[CH:4][CH:3]=1.[CH2:12]([NH2:15])[CH:13]=[CH2:14], predict the reaction product. (9) Given the reactants [CH2:1]([N:8]1[C:13](=[O:14])[C:12]2[C:15]([CH3:18])=[N:16][S:17][C:11]=2[N:10]=[C:9]1[CH2:19][CH2:20][CH3:21])[C:2]1[CH:7]=[CH:6][CH:5]=[CH:4][CH:3]=1.C([O-])(=O)C.[Na+].[Br:27]Br.CCOC(C)=O, predict the reaction product. The product is: [CH2:1]([N:8]1[C:13](=[O:14])[C:12]2[C:15]([CH3:18])=[N:16][S:17][C:11]=2[N:10]=[C:9]1[CH:19]([Br:27])[CH2:20][CH3:21])[C:2]1[CH:3]=[CH:4][CH:5]=[CH:6][CH:7]=1.